This data is from Reaction yield outcomes from USPTO patents with 853,638 reactions. The task is: Predict the reaction yield, written as a fraction of the theoretical maximum amount of product (1.0 means a 100% yield; for example, 0.34 means a 34% yield). (1) The reactants are [Cl:1][C:2]1[C:11]([CH:12]([OH:14])[CH3:13])=[CH:10][C:9]2[C:4](=[C:5]([Cl:15])[CH:6]=[CH:7][CH:8]=2)[N:3]=1. The catalyst is C1(C)C=CC=CC=1.O=[Mn]=O. The product is [Cl:1][C:2]1[C:11]([C:12](=[O:14])[CH3:13])=[CH:10][C:9]2[C:4](=[C:5]([Cl:15])[CH:6]=[CH:7][CH:8]=2)[N:3]=1. The yield is 0.910. (2) The reactants are [CH:1]1([CH2:6][C@@H:7]([C:19]([NH:21][NH:22][C:23]2[C:28]([F:29])=[C:27]([N:30]3[CH2:34][CH:33]=[CH:32][CH2:31]3)[N:26]=[C:25]([CH3:35])[N:24]=2)=[O:20])[CH2:8][N:9]([O:12]C2CCCCO2)[CH:10]=[O:11])[CH2:5][CH2:4][CH2:3][CH2:2]1.CC(O)=O. The product is [CH:1]1([CH2:6][C@@H:7]([C:19]([NH:21][NH:22][C:23]2[C:28]([F:29])=[C:27]([N:30]3[CH2:34][CH:33]=[CH:32][CH2:31]3)[N:26]=[C:25]([CH3:35])[N:24]=2)=[O:20])[CH2:8][N:9]([OH:12])[CH:10]=[O:11])[CH2:5][CH2:4][CH2:3][CH2:2]1. The catalyst is O. The yield is 0.580. (3) The reactants are [NH:1]1[C:9]2[C:4](=[CH:5][CH:6]=[CH:7][CH:8]=2)[C:3]2([C:13]3=[CH:14][C:15]4[O:19][CH2:18][O:17][C:16]=4[CH:20]=[C:12]3[O:11][CH2:10]2)[C:2]1=[O:21].[OH-:22].[Na+].[Cl-:24].[NH4+]. The catalyst is CN(C)C=O. The product is [Cl:24][C:5]1[O:22][C:13]([CH2:12][N:1]2[C:9]3[C:4](=[CH:5][CH:6]=[CH:7][CH:8]=3)[C:3]3([C:13]4=[CH:14][C:15]5[O:19][CH2:18][O:17][C:16]=5[CH:20]=[C:12]4[O:11][CH2:10]3)[C:2]2=[O:21])=[CH:3][CH:4]=1. The yield is 0.620.